Predict the product of the given reaction. From a dataset of Forward reaction prediction with 1.9M reactions from USPTO patents (1976-2016). (1) Given the reactants [F:1][C:2]1[CH:7]=[CH:6][C:5]([C:8]2[N:9]=[C:10]3[N:14]([C:15]=2[C:16]2[CH:21]=[CH:20][N:19]=[C:18](SC)[N:17]=2)[CH:13]=[CH:12][S:11]3)=[CH:4][CH:3]=1.F[C:25]1C=CC(C2N=C3N(C=2)C=CS3)=CC=1.O[O:40][S:41]([O-:43])=O.[K+], predict the reaction product. The product is: [F:1][C:2]1[CH:7]=[CH:6][C:5]([C:8]2[N:9]=[C:10]3[N:14]([C:15]=2[C:16]2[CH:21]=[CH:20][N:19]=[C:18]([S:41]([CH3:25])(=[O:43])=[O:40])[N:17]=2)[CH:13]=[CH:12][S:11]3)=[CH:4][CH:3]=1. (2) Given the reactants [N:1]1([C:7](=[O:14])[CH2:8][C:9](=[CH2:13])[C:10]([OH:12])=[O:11])[CH2:6][CH2:5][O:4][CH2:3][CH2:2]1.[C:15]([O-:18])(=[S:17])[CH3:16].[K+], predict the reaction product. The product is: [C:15]([S:17][CH2:13][CH:9]([CH2:8][C:7]([N:1]1[CH2:2][CH2:3][O:4][CH2:5][CH2:6]1)=[O:14])[C:10]([OH:12])=[O:11])(=[O:18])[CH3:16]. (3) Given the reactants [CH3:1][O:2][C:3]([CH:5]1[CH2:8][CH:7]([CH2:9][CH2:10][CH2:11][CH3:12])[CH2:6]1)=[O:4].C(NC(C)C)(C)C.[Li].Cl[C:22]([O:24][CH3:25])=[O:23], predict the reaction product. The product is: [CH3:1][O:2][C:3]([C:5]1([C:22]([O:24][CH3:25])=[O:23])[CH2:6][CH:7]([CH2:9][CH2:10][CH2:11][CH3:12])[CH2:8]1)=[O:4].